This data is from Reaction yield outcomes from USPTO patents with 853,638 reactions. The task is: Predict the reaction yield, written as a fraction of the theoretical maximum amount of product (1.0 means a 100% yield; for example, 0.34 means a 34% yield). (1) The catalyst is CN(C=O)C. The reactants are [OH:1][CH:2]([C:11]1[CH:16]=[CH:15][C:14]([C:17]2[N:21]=[C:20]([C:22]3[O:26][N:25]=[C:24]([C:27]4[CH:32]=[CH:31][CH:30]=[CH:29][CH:28]=4)[C:23]=3[C:33]([F:36])([F:35])[F:34])[O:19][N:18]=2)=[CH:13][CH:12]=1)[C:3]([NH:5][CH2:6][CH2:7][C:8](O)=[O:9])=[O:4].Cl.[CH2:38]([NH2:40])[CH3:39].CN1CCOCC1.CN(C(ON1N=NC2C=CC=NC1=2)=[N+](C)C)C.F[P-](F)(F)(F)(F)F. The yield is 0.335. The product is [CH2:38]([NH:40][C:8](=[O:9])[CH2:7][CH2:6][NH:5][C:3](=[O:4])[CH:2]([OH:1])[C:11]1[CH:12]=[CH:13][C:14]([C:17]2[N:21]=[C:20]([C:22]3[O:26][N:25]=[C:24]([C:27]4[CH:28]=[CH:29][CH:30]=[CH:31][CH:32]=4)[C:23]=3[C:33]([F:36])([F:34])[F:35])[O:19][N:18]=2)=[CH:15][CH:16]=1)[CH3:39]. (2) The reactants are C([O:4][CH2:5][C:6]1[C:7]([N:27]2[CH2:39][CH2:38][N:30]3[C:31]4[CH2:32][CH2:33][CH2:34][CH2:35][C:36]=4[CH:37]=[C:29]3[C:28]2=[O:40])=[N:8][CH:9]=[CH:10][C:11]=1[C:12]1[CH:17]=[C:16]([NH:18][C:19]2[CH:24]=[CH:23][N:22]=[CH:21][N:20]=2)[C:15](=[O:25])[N:14]([CH3:26])[CH:13]=1)(=O)C.[Li+].[OH-]. The catalyst is CC(O)C.C1COCC1.O. The product is [OH:4][CH2:5][C:6]1[C:7]([N:27]2[CH2:39][CH2:38][N:30]3[C:31]4[CH2:32][CH2:33][CH2:34][CH2:35][C:36]=4[CH:37]=[C:29]3[C:28]2=[O:40])=[N:8][CH:9]=[CH:10][C:11]=1[C:12]1[CH:17]=[C:16]([NH:18][C:19]2[CH:24]=[CH:23][N:22]=[CH:21][N:20]=2)[C:15](=[O:25])[N:14]([CH3:26])[CH:13]=1. The yield is 0.482. (3) The reactants are [NH:1]1[CH2:6][CH2:5][C:4]2([CH2:11][CH2:10][C:9]3[CH:12]=[CH:13][CH:14]=[CH:15][C:8]=3[O:7]2)[CH2:3][CH2:2]1.Cl.N1C=CC=CC=1.[F:23][C:24]([F:35])([F:34])[C:25](O[C:25](=[O:26])[C:24]([F:35])([F:34])[F:23])=[O:26]. The catalyst is C(Cl)Cl. The product is [F:23][C:24]([F:35])([F:34])[C:25]([N:1]1[CH2:6][CH2:5][C:4]2([CH2:11][CH2:10][C:9]3[CH:12]=[CH:13][CH:14]=[CH:15][C:8]=3[O:7]2)[CH2:3][CH2:2]1)=[O:26]. The yield is 0.720.